Predict the reaction yield, written as a fraction of the theoretical maximum amount of product (1.0 means a 100% yield; for example, 0.34 means a 34% yield). From a dataset of Reaction yield outcomes from USPTO patents with 853,638 reactions. (1) The reactants are C(N(CC)C(C)C)(C)C.Cl[C:11]1[N:28]=[CH:27][C:26]([C:29]([F:32])([F:31])[F:30])=[CH:25][C:12]=1[C:13]([NH:15][CH2:16][C:17]1[CH:22]=[CH:21][C:20]([F:23])=[C:19]([F:24])[CH:18]=1)=[O:14].[CH3:33][C:34]1([CH3:49])[C:38]([CH3:40])([CH3:39])[O:37][B:36]([C:41]2[CH:48]=[CH:47][C:44]([CH2:45][NH2:46])=[CH:43][CH:42]=2)[O:35]1.Cl.CS(C)=O. The catalyst is C(OC(=O)C)C. The product is [F:24][C:19]1[CH:18]=[C:17]([CH:22]=[CH:21][C:20]=1[F:23])[CH2:16][NH:15][C:13](=[O:14])[C:12]1[CH:25]=[C:26]([C:29]([F:32])([F:31])[F:30])[CH:27]=[N:28][C:11]=1[NH:46][CH2:45][C:44]1[CH:43]=[CH:42][C:41]([B:36]2[O:37][C:38]([CH3:40])([CH3:39])[C:34]([CH3:49])([CH3:33])[O:35]2)=[CH:48][CH:47]=1. The yield is 0.840. (2) The reactants are [F:1][C:2]([F:16])([F:15])[CH:3]([NH2:14])[CH2:4][C:5]1[C:13]2[C:8](=[CH:9][CH:10]=[CH:11][CH:12]=2)[NH:7][CH:6]=1.[C:17]1([CH3:29])[CH:22]=[C:21]([CH3:23])[CH:20]=[C:19]([CH3:24])[C:18]=1[S:25](Cl)(=[O:27])=[O:26]. The catalyst is N1C=CC=CC=1.Cl. The product is [CH3:29][C:17]1[CH:22]=[C:21]([CH3:23])[CH:20]=[C:19]([CH3:24])[C:18]=1[S:25]([NH:14][CH:3]([CH2:4][C:5]1[C:13]2[C:8](=[CH:9][CH:10]=[CH:11][CH:12]=2)[NH:7][CH:6]=1)[C:2]([F:1])([F:15])[F:16])(=[O:26])=[O:27]. The yield is 0.670.